Dataset: Forward reaction prediction with 1.9M reactions from USPTO patents (1976-2016). Task: Predict the product of the given reaction. Given the reactants [C:1]1([N:7]([C:14]2[CH:19]=[CH:18][C:17]([C:20]3[C:28]4[C:24](=[N:25][NH:26][N:27]=4)[C:23]([C:29]4[CH:34]=[CH:33][C:32]([N:35]([C:42]5[CH:47]=[CH:46][CH:45]=[CH:44][CH:43]=5)[C:36]5[CH:41]=[CH:40][CH:39]=[CH:38][CH:37]=5)=[CH:31][CH:30]=4)=[CH:22][CH:21]=3)=[CH:16][CH:15]=2)[C:8]2[CH:13]=[CH:12][CH:11]=[CH:10][CH:9]=2)[CH:6]=[CH:5][CH:4]=[CH:3][CH:2]=1.Br[C:49]1[CH:50]=[CH:51][C:52]2[C:53](=[O:69])[N:54]([CH2:63][CH2:64][CH2:65][CH2:66][CH2:67][CH3:68])[C:55](=[O:62])[C:56]3[C:61]=2[C:60]=1[CH:59]=[CH:58][CH:57]=3.C(=O)([O-])[O-].[K+].[K+].CN(C)C=O, predict the reaction product. The product is: [C:8]1([N:7]([C:14]2[CH:15]=[CH:16][C:17]([C:20]3[C:28]4[C:24](=[N:25][N:26]([C:59]5[CH:58]=[CH:57][C:56]6[C:55](=[O:62])[N:54]([CH2:63][CH2:64][CH2:65][CH2:66][CH2:67][CH3:68])[C:53](=[O:69])[C:52]7[C:61]=6[C:60]=5[CH:49]=[CH:50][CH:51]=7)[N:27]=4)[C:23]([C:29]4[CH:34]=[CH:33][C:32]([N:35]([C:36]5[CH:37]=[CH:38][CH:39]=[CH:40][CH:41]=5)[C:42]5[CH:43]=[CH:44][CH:45]=[CH:46][CH:47]=5)=[CH:31][CH:30]=4)=[CH:22][CH:21]=3)=[CH:18][CH:19]=2)[C:1]2[CH:2]=[CH:3][CH:4]=[CH:5][CH:6]=2)[CH:13]=[CH:12][CH:11]=[CH:10][CH:9]=1.